Dataset: Full USPTO retrosynthesis dataset with 1.9M reactions from patents (1976-2016). Task: Predict the reactants needed to synthesize the given product. Given the product [NH2:14][C:15]1[CH:49]=[C:48]([C:50]([F:51])([F:53])[F:52])[CH:47]=[CH:46][C:16]=1[CH2:17][N:18]1[C:26]2[C:21](=[N:22][C:23]([C:34]([NH:1][NH2:2])=[O:36])=[N:24][C:25]=2[NH:27][C@@H:28]([CH:30]2[CH2:31][CH2:32][CH2:33]2)[CH3:29])[N:20]=[C:19]1[C:37]1[CH:42]=[C:41]([CH:43]([CH3:44])[CH3:45])[CH:40]=[CH:39][N:38]=1, predict the reactants needed to synthesize it. The reactants are: [NH2:1][NH2:2].C(C1C=CC=CC=1C([NH:14][C:15]1[CH:49]=[C:48]([C:50]([F:53])([F:52])[F:51])[CH:47]=[CH:46][C:16]=1[CH2:17][N:18]1[C:26]2[C:21](=[N:22][C:23]([C:34]([OH:36])=O)=[N:24][C:25]=2[NH:27][C@@H:28]([CH:30]2[CH2:33][CH2:32][CH2:31]2)[CH3:29])[N:20]=[C:19]1[C:37]1[CH:42]=[C:41]([CH:43]([CH3:45])[CH3:44])[CH:40]=[CH:39][N:38]=1)=O)(O)=O.